This data is from Full USPTO retrosynthesis dataset with 1.9M reactions from patents (1976-2016). The task is: Predict the reactants needed to synthesize the given product. (1) The reactants are: C([O:8][C:9](=[O:32])[C@@H:10]1[CH2:14][CH2:13][CH2:12][N:11]1[C:15](=[O:31])[CH:16]([CH2:27][CH:28]([CH3:30])[CH3:29])[NH:17][S:18]([C:21]1[CH:26]=[CH:25][CH:24]=[CH:23][CH:22]=1)(=[O:20])=[O:19])C1C=CC=CC=1.[H][H]. Given the product [C:21]1([S:18]([NH:17][CH:16]([C:15]([N:11]2[CH2:12][CH2:13][CH2:14][C@H:10]2[C:9]([OH:32])=[O:8])=[O:31])[CH2:27][CH:28]([CH3:30])[CH3:29])(=[O:20])=[O:19])[CH:22]=[CH:23][CH:24]=[CH:25][CH:26]=1, predict the reactants needed to synthesize it. (2) Given the product [OH:17][C@@H:14]1[CH2:15][CH2:16][N:12]([C:3]2[C:2]([C:28]3[N:24]([CH:19]4[CH2:20][CH2:21][CH2:22][CH2:23][O:18]4)[N:25]=[CH:26][CH:27]=3)=[CH:11][C:6]([C:7]([O:9][CH3:10])=[O:8])=[CH:5][N:4]=2)[CH2:13]1, predict the reactants needed to synthesize it. The reactants are: Br[C:2]1[C:3]([N:12]2[CH2:16][CH2:15][C@@H:14]([OH:17])[CH2:13]2)=[N:4][CH:5]=[C:6]([CH:11]=1)[C:7]([O:9][CH3:10])=[O:8].[O:18]1[CH2:23][CH2:22][CH2:21][CH2:20][CH:19]1[N:24]1[C:28](B2OC(C)(C)C(C)(C)O2)=[CH:27][CH:26]=[N:25]1.[O-]P([O-])([O-])=O.[K+].[K+].[K+]. (3) Given the product [C:34]([OH:41])(=[O:40])/[CH:35]=[CH:36]\[C:37]([OH:39])=[O:38].[CH3:1][C:2]1[CH:11]=[CH:10][C:9]([N:12]2[CH2:17][CH2:16][N:15]([CH3:18])[CH2:14][CH2:13]2)=[C:8]2[C:3]=1[CH2:4][CH2:5][C@@H:6]([NH:19][C:20](=[O:33])[C:21]1[CH:26]=[CH:25][C:24]([N:27]3[CH2:32][CH2:31][O:30][CH2:29][CH2:28]3)=[CH:23][CH:22]=1)[CH2:7]2, predict the reactants needed to synthesize it. The reactants are: [CH3:1][C:2]1[CH:11]=[CH:10][C:9]([N:12]2[CH2:17][CH2:16][N:15]([CH3:18])[CH2:14][CH2:13]2)=[C:8]2[C:3]=1[CH2:4][CH2:5][C@@H:6]([NH:19][C:20](=[O:33])[C:21]1[CH:26]=[CH:25][C:24]([N:27]3[CH2:32][CH2:31][O:30][CH2:29][CH2:28]3)=[CH:23][CH:22]=1)[CH2:7]2.[C:34]([OH:41])(=[O:40])/[CH:35]=[CH:36]\[C:37]([OH:39])=[O:38].C(OCC)C.O. (4) Given the product [S:20]([N:1]1[C:9]2[CH:8]=[CH:7][CH:6]=[C:5]([CH:10]=[O:11])[C:4]=2[CH:3]=[CH:2]1)([C:17]1[CH:18]=[CH:19][C:14]([CH3:24])=[CH:15][CH:16]=1)(=[O:22])=[O:21], predict the reactants needed to synthesize it. The reactants are: [NH:1]1[C:9]2[CH:8]=[CH:7][CH:6]=[C:5]([CH:10]=[O:11])[C:4]=2[CH:3]=[CH:2]1.[H-].[Na+].[C:14]1([CH3:24])[CH:19]=[CH:18][C:17]([S:20](Cl)(=[O:22])=[O:21])=[CH:16][CH:15]=1.